The task is: Predict the reactants needed to synthesize the given product.. This data is from Full USPTO retrosynthesis dataset with 1.9M reactions from patents (1976-2016). (1) Given the product [N+:6]([C:13]1[CH:12]=[C:11]([C:15]([OH:17])=[O:16])[S:10][CH:14]=1)([O-:9])=[O:7], predict the reactants needed to synthesize it. The reactants are: S(=O)(=O)(O)O.[N+:6]([O-:9])(O)=[O:7].[S:10]1[CH:14]=[CH:13][CH:12]=[C:11]1[C:15]([OH:17])=[O:16]. (2) Given the product [C:7]([C:11]1[CH:16]=[CH:15][C:14]([S:17]([CH3:18])=[O:2])=[C:13]([N+:19]([O-:21])=[O:20])[CH:12]=1)([CH3:10])([CH3:8])[CH3:9], predict the reactants needed to synthesize it. The reactants are: I([O-])(=O)(=O)=[O:2].[Na+].[C:7]([C:11]1[CH:16]=[CH:15][C:14]([S:17][CH3:18])=[C:13]([N+:19]([O-:21])=[O:20])[CH:12]=1)([CH3:10])([CH3:9])[CH3:8]. (3) Given the product [F:26][C:21]1[CH:22]=[CH:23][CH:24]=[CH:25][C:20]=1[O:19][CH2:18][C:12]1[N:8]2[CH2:9][CH2:10][O:11][C:5]3[CH:4]=[CH:3][C:2]([C:57]#[C:56][C:54]([OH:58])([CH3:55])[CH3:53])=[CH:27][C:6]=3[C:7]2=[N:14][C:13]=1[C:15]([NH2:17])=[O:16], predict the reactants needed to synthesize it. The reactants are: Br[C:2]1[CH:3]=[CH:4][C:5]2[O:11][CH2:10][CH2:9][N:8]3[C:12]([CH2:18][O:19][C:20]4[CH:25]=[CH:24][CH:23]=[CH:22][C:21]=4[F:26])=[C:13]([C:15]([NH2:17])=[O:16])[N:14]=[C:7]3[C:6]=2[CH:27]=1.N1C(C(N)=O)=CN2C=1C1C=CC=CC=1OCC2.FC1C=CC=CC=1O.[CH3:53][C:54]([OH:58])([C:56]#[CH:57])[CH3:55]. (4) Given the product [OH:9][CH:8]([C:7]1[CH:10]=[CH:11][CH:12]=[C:5]([O:4][CH2:3][CH:2]([OH:1])[CH:13]([CH3:15])[CH3:14])[CH:6]=1)[CH2:17][C:16]#[N:18], predict the reactants needed to synthesize it. The reactants are: [OH:1][CH:2]([CH:13]([CH3:15])[CH3:14])[CH2:3][O:4][C:5]1[CH:6]=[C:7]([CH:10]=[CH:11][CH:12]=1)[CH:8]=[O:9].[C:16](#[N:18])[CH3:17].